From a dataset of Human liver microsome stability data. Regression/Classification. Given a drug SMILES string, predict its absorption, distribution, metabolism, or excretion properties. Task type varies by dataset: regression for continuous measurements (e.g., permeability, clearance, half-life) or binary classification for categorical outcomes (e.g., BBB penetration, CYP inhibition). Dataset: hlm. (1) The drug is CC1=C2C[C@H]3[C@@H](CC[C@@H]4Cc5nn(S(=O)(=O)c6ccc(C)cc6)cc5C[C@@]43C)[C@@H]2CC[C@@]2(C1)O[C@@H]1C[C@H](C)CN[C@H]1[C@H]2C. The result is 0 (unstable in human liver microsomes). (2) The molecule is CCOc1nc(NC(=O)C2(NC(=O)c3ccc4c(C5CCCC5)c(-c5ccc(Cl)cn5)n(C)c4c3)CCC2)ccc1C=CC(=O)O. The result is 0 (unstable in human liver microsomes). (3) The molecule is Cc1cnc(N)nc1OCC(C)(C)C. The result is 1 (stable in human liver microsomes).